This data is from Experimentally validated miRNA-target interactions with 360,000+ pairs, plus equal number of negative samples. The task is: Binary Classification. Given a miRNA mature sequence and a target amino acid sequence, predict their likelihood of interaction. (1) The protein sequence of the target gene is MAKNTAIGIDLGTTYSCVGVFQHGKVEIIANDQGNRTTPSYVAFTDTERLIGDAAKNQVALNPQNTVFDAKRLIGRKFGDAVVQSDMKHWPFQVVNDGDKPKVQVNYKGESRSFFPEEISSMVLTKMKEIAEAYLGHPVTNAVITVPAYFNDSQRQATKDAGVIAGLNVLRIINEPTAAAIAYGLDRTGKGERNVLIFDLGGGTFDVSILTIDDGIFEVKATAGDTHLGGEDFDNRLVSHFVEEFKRKHKKDISQNKRAVRRLRTACERAKRTLSSSTQASLEIDSLFEGIDFYTSITRA.... Result: 0 (no interaction). The miRNA is mmu-miR-140-5p with sequence CAGUGGUUUUACCCUAUGGUAG. (2) The miRNA is mmu-miR-195a-5p with sequence UAGCAGCACAGAAAUAUUGGC. The protein sequence of the target gene is MDIIETAKLEGHLESQTNDSTNTYTSPTEAVEEEGKNGKGKPKTLSNGLRKGAKKYPDYIQISMPNDSKNKFPLEWWKTGIAFVYALFNLILTTVMITVVHERVPPKELSPPLPDKFFDYFDRVKWAFSVSEINGMVLVGLWITQWLFLRYKSIVGRRFFFIMGTLYLYRCITMYVTTLPVPGMHFQCAPKLNGDSQAKIQRILRLISGGGLSITGSHILCGDFLFSGHTVVLTLTYLFIKEYSPRHFWWYHLVCWLLSAAGIICILVAHEHYTVDVIIAYYITTRLFWWYHSMANEKNL.... Result: 0 (no interaction). (3) The miRNA is hsa-miR-4694-5p with sequence AGGUGUUAUCCUAUCCAUUUGC. The protein sequence of the target gene is MLLAVLYCLLWSFQTSAGHFPRACVSSKNLMEKECCPPWSGDRSPCGQLSGRGSCQNILLSNAPLGPQFPFTGVDDRESWPSVFYNRTCQCSGNFMGFNCGNCKFGFWGPNCTERRLLVRRNIFDLSAPEKDKFFAYLTLAKHTISSDYVIPIGTYGQMKNGSTPMFNDINIYDLFVWMHYYVSMDALLGGSEIWRDIDFAHEAPAFLPWHRLFLLRWEQEIQKLTGDENFTIPYWDWRDAEKCDICTDEYMGGQHPTNPNLLSPASFFSSWQIVCSRLEEYNSHQSLCNGTPEGPLRRN.... Result: 0 (no interaction). (4) The miRNA is mmu-miR-463-3p with sequence UGAUAGACACCAUAUAAGGUAG. The protein sequence of the target gene is MSHCSSRALTLLSSVFGACGLLLVGIAVSTDYWLYMEEGTVLPQNQTTEVKMALHAGLWRVCFFAGREKGRCVASEYFLEPEINLVTENTENILKTVRTATPFPMVSLFLVFTAFVISNIGHIRPQRTILAFVSGIFFILSGLSLVVGLVLYISSINDEVMNRPSSSEQYFHYRYGWSFAFAASSFLLKEGAGVMSVYLFTKRYAEEEMYRPHPAFYRPRLSDCSDYSGQFLQPEAWRRGRSPSDISSDVSIQMTQNYPPAIKYPDHLHISTSPC. Result: 0 (no interaction). (5) The miRNA is hsa-miR-4666a-5p with sequence AUACAUGUCAGAUUGUAUGCC. The protein sequence of the target gene is MSERCCSRYSSGASIGCTPTSTQAKMVSKRIAQETFDAAVRENIEEFAMGPEEAVKEAVEQFESQGVDLSNIVKTAPKVSADGSQEPTHDILQMLSDLQESVASSRPQEVSAYLTRFCDQCKQDKACRFLAAQKGAYPIIFTAWKLATAGDQGLLLQSLNALSVLTDGQPDLLDAQGLQLLVATLTQNADEADLTCSGIRCVRHACLKHEQNRQDLVKAGVLPLLTGAITHHGHHTDVVREACWALRVMTFDDDIRVPFGHAHNHAKMIVQENKGLKVLIEATKAFLDNPGILSELCGTL.... Result: 0 (no interaction).